Regression. Given a peptide amino acid sequence and an MHC pseudo amino acid sequence, predict their binding affinity value. This is MHC class I binding data. From a dataset of Peptide-MHC class I binding affinity with 185,985 pairs from IEDB/IMGT. (1) The peptide sequence is DRLHPPNKL. The MHC is HLA-B39:01 with pseudo-sequence HLA-B39:01. The binding affinity (normalized) is 0.0847. (2) The peptide sequence is SLIYYQNEVT. The MHC is HLA-A68:02 with pseudo-sequence HLA-A68:02. The binding affinity (normalized) is 0.179.